From a dataset of HIV replication inhibition screening data with 41,000+ compounds from the AIDS Antiviral Screen. Binary Classification. Given a drug SMILES string, predict its activity (active/inactive) in a high-throughput screening assay against a specified biological target. (1) The compound is O=C(CP(=O)(c1ccccc1)c1ccccc1)c1cccc(C(=O)CP(=O)(c2ccccc2)c2ccccc2)c1. The result is 0 (inactive). (2) The molecule is F[B-](F)(F)F.[H][H-][B-]1([H-][H])[n+]2ccccc2-c2cccc[n+]21. The result is 0 (inactive). (3) The drug is Cl.NCCSSCCN. The result is 1 (active). (4) The compound is COc1c2c(cc3c1OCO3)C13C=CC(OC)CC1N(CC3)C2.[O-][Cl+3]([O-])([O-])O. The result is 0 (inactive). (5) The compound is c1cc2nnc1SCCCSc1ccc(nn1)SCCCSc1ccc(nn1)SCCCS2. The result is 0 (inactive). (6) The drug is O=[N+]([O-])c1ccccc1C1N2CCCCC2C2c3[nH]c4ccccc4c3CCN21. The result is 0 (inactive).